This data is from Peptide-MHC class II binding affinity with 134,281 pairs from IEDB. The task is: Regression. Given a peptide amino acid sequence and an MHC pseudo amino acid sequence, predict their binding affinity value. This is MHC class II binding data. (1) The peptide sequence is LMCEIEGHHLASAAI. The MHC is HLA-DPA10301-DPB10402 with pseudo-sequence HLA-DPA10301-DPB10402. The binding affinity (normalized) is 0.622. (2) The binding affinity (normalized) is 0.129. The peptide sequence is SDYVYEPFPKRVWEQ. The MHC is HLA-DQA10401-DQB10402 with pseudo-sequence HLA-DQA10401-DQB10402. (3) The peptide sequence is VTRMAMTDTTPFGQQ. The MHC is DRB1_0301 with pseudo-sequence DRB1_0301. The binding affinity (normalized) is 0.719.